The task is: Predict which catalyst facilitates the given reaction.. This data is from Catalyst prediction with 721,799 reactions and 888 catalyst types from USPTO. (1) The catalyst class is: 20. Reactant: O[CH2:2][CH2:3][CH2:4][C:5]1([CH3:25])[CH2:14][CH:13]2[CH:8]([CH:9]=[CH:10][CH:11]=[CH:12]2)[N:7]([CH2:15][C:16]2[CH:21]=[CH:20][C:19]([O:22][CH3:23])=[CH:18][CH:17]=2)[C:6]1=[O:24].[CH2:26]([N:28](CC)CC)C.CS(Cl)(=O)=O.C(OCC)(=O)C. Product: [CH3:23][O:22][C:19]1[CH:20]=[CH:21][C:16]([CH2:15][N:7]2[CH:8]3[CH:13]([CH:12]=[CH:11][CH:10]=[CH:9]3)[CH2:14][C:5]([CH3:25])([CH2:4][CH2:3][CH2:2][NH:28][CH3:26])[C:6]2=[O:24])=[CH:17][CH:18]=1. (2) Reactant: O[CH2:2][C:3]1[CH:8]=[CH:7][CH:6]=[C:5]([S:9][CH:10]2[CH2:14][CH2:13][CH2:12][CH2:11]2)[CH:4]=1.C1(P(C2C=CC=CC=2)C2C=CC=CC=2)C=CC=CC=1.C(Br)(Br)(Br)[Br:35]. Product: [Br:35][CH2:2][C:3]1[CH:8]=[CH:7][CH:6]=[C:5]([S:9][CH:10]2[CH2:14][CH2:13][CH2:12][CH2:11]2)[CH:4]=1. The catalyst class is: 2. (3) Reactant: Cl[C:2]1[CH:11]=[C:10]([C:12]([F:15])([F:14])[F:13])[C:5]([C:6]([O:8][CH3:9])=[O:7])=[CH:4][N:3]=1.[F:16][C:17]([F:38])([F:37])[C:18]1[CH:19]=[C:20]([C:28]2([C:33]([F:36])([F:35])[F:34])[CH2:32][CH2:31][NH:30][CH2:29]2)[CH:21]=[C:22]([C:24]([F:27])([F:26])[F:25])[CH:23]=1.C(=O)([O-])[O-].[K+].[K+].O. Product: [F:26][C:24]([F:25])([F:27])[C:22]1[CH:21]=[C:20]([C:28]2([C:33]([F:36])([F:34])[F:35])[CH2:32][CH2:31][N:30]([C:2]3[CH:11]=[C:10]([C:12]([F:15])([F:14])[F:13])[C:5]([C:6]([O:8][CH3:9])=[O:7])=[CH:4][N:3]=3)[CH2:29]2)[CH:19]=[C:18]([C:17]([F:16])([F:37])[F:38])[CH:23]=1. The catalyst class is: 42. (4) Reactant: [OH:1][CH2:2][CH2:3][N:4]1[CH2:9][CH2:8][N:7]([C:10]2[CH:15]=[CH:14][C:13]([NH:16][C:17]3[N:22]=[CH:21][C:20]([CH2:23][CH2:24][C:25]4[CH:26]=[C:27]([CH:31]=[C:32]([O:34][CH3:35])[CH:33]=4)[C:28]([OH:30])=O)=[CH:19][N:18]=3)=[CH:12][CH:11]=2)[CH2:6][CH2:5]1.[CH3:36][O:37][NH2:38].CN(C(ON1N=NC2C=CC=NC1=2)=[N+](C)C)C.F[P-](F)(F)(F)(F)F.CCN(C(C)C)C(C)C. Product: [OH:1][CH2:2][CH2:3][N:4]1[CH2:9][CH2:8][N:7]([C:10]2[CH:11]=[CH:12][C:13]([NH:16][C:17]3[N:18]=[CH:19][C:20]([CH2:23][CH2:24][C:25]4[CH:26]=[C:27]([CH:31]=[C:32]([O:34][CH3:35])[CH:33]=4)[C:28]([NH:38][O:37][CH3:36])=[O:30])=[CH:21][N:22]=3)=[CH:14][CH:15]=2)[CH2:6][CH2:5]1. The catalyst class is: 3. (5) Reactant: [CH2:1]([O:8][C@@H:9]1[C@@H:14]([O:15][CH2:16][C:17]2[CH:22]=[CH:21][CH:20]=[CH:19][CH:18]=2)[C@H:13]([O:23][CH2:24][C:25]2[CH:30]=[CH:29][CH:28]=[CH:27][CH:26]=2)[C@@H:12]([CH2:31][O:32][CH2:33][C:34]2[CH:39]=[CH:38][CH:37]=[CH:36][CH:35]=2)[O:11][CH:10]1[C:40]1[C:48]2[O:47][CH2:46][CH2:45][C:44]=2[C:43]([Cl:49])=[C:42]([CH2:50]O)[CH:41]=1)[C:2]1[CH:7]=[CH:6][CH:5]=[CH:4][CH:3]=1.N1C=CC=CC=1.P(Br)(Br)[Br:59]. Product: [CH2:1]([O:8][C@@H:9]1[C@@H:14]([O:15][CH2:16][C:17]2[CH:22]=[CH:21][CH:20]=[CH:19][CH:18]=2)[C@H:13]([O:23][CH2:24][C:25]2[CH:30]=[CH:29][CH:28]=[CH:27][CH:26]=2)[C@@H:12]([CH2:31][O:32][CH2:33][C:34]2[CH:39]=[CH:38][CH:37]=[CH:36][CH:35]=2)[O:11][CH:10]1[C:40]1[C:48]2[O:47][CH2:46][CH2:45][C:44]=2[C:43]([Cl:49])=[C:42]([CH2:50][Br:59])[CH:41]=1)[C:2]1[CH:7]=[CH:6][CH:5]=[CH:4][CH:3]=1. The catalyst class is: 28. (6) Reactant: [C:1]([O:5][C:6]([N:8]1[CH:13]2[CH2:14][CH2:15][CH:9]1[CH:10]=[C:11]([Sn](C)(C)C)[CH2:12]2)=[O:7])([CH3:4])([CH3:3])[CH3:2].Br[C:21]1[CH:22]=[C:23]([CH:32]=[CH:33][C:34]=1[F:35])[CH2:24][NH:25][C:26](=[O:31])[C:27]([F:30])([F:29])[F:28]. Product: [C:1]([O:5][C:6]([N:8]1[CH:13]2[CH2:14][CH2:15][CH:9]1[CH:10]=[C:11]([C:21]1[CH:22]=[C:23]([CH2:24][NH:25][C:26](=[O:31])[C:27]([F:30])([F:28])[F:29])[CH:32]=[CH:33][C:34]=1[F:35])[CH2:12]2)=[O:7])([CH3:4])([CH3:3])[CH3:2]. The catalyst class is: 109.